Dataset: Forward reaction prediction with 1.9M reactions from USPTO patents (1976-2016). Task: Predict the product of the given reaction. (1) Given the reactants C[Si](C)(C)/[CH:3]=[CH:4]/[C:5]1[C:6](=[O:21])[NH:7][C:8](=[O:20])[N:9]([CH:19]=1)[C@@H:10]1[O:17][C@H:14]([CH2:15][OH:16])[C@@H:12]([OH:13])[C@H:11]1[F:18].[I:24]Cl, predict the reaction product. The product is: [I:24]/[CH:3]=[CH:4]/[C:5]1[C:6](=[O:21])[NH:7][C:8](=[O:20])[N:9]([CH:19]=1)[C@@H:10]1[O:17][C@H:14]([CH2:15][OH:16])[C@@H:12]([OH:13])[C@H:11]1[F:18]. (2) Given the reactants [NH2:1][C:2]1[C:20]([C:21]2[CH:26]=[CH:25][CH:24]=[CH:23][N:22]=2)=[C:5]2[NH:6][C:7]([C:11]3[CH:19]=[CH:18][C:14]4[O:15][CH2:16][O:17][C:13]=4[CH:12]=3)=[CH:8][C:9](=[O:10])[N:4]2[N:3]=1.C(N(CC)CC)C.[C:34](Cl)(=[O:37])[CH2:35][CH3:36], predict the reaction product. The product is: [O:15]1[C:14]2[CH:18]=[CH:19][C:11]([C:7]3[NH:6][C:5]4[N:4]([N:3]=[C:2]([NH:1][C:34](=[O:37])[CH2:35][CH3:36])[C:20]=4[C:21]4[CH:26]=[CH:25][CH:24]=[CH:23][N:22]=4)[C:9](=[O:10])[CH:8]=3)=[CH:12][C:13]=2[O:17][CH2:16]1. (3) Given the reactants [CH2:1]([N:3]1[C:8](=[O:9])[CH2:7][O:6][C:5]2[N:10]=[C:11]([C:20]3[CH:25]=[CH:24][C:23]([C:26]4([NH:30]C(=O)OC(C)(C)C)[CH2:29][CH2:28][CH2:27]4)=[CH:22][CH:21]=3)[C:12]([C:14]3[CH:19]=[CH:18][CH:17]=[CH:16][CH:15]=3)=[CH:13][C:4]1=2)[CH3:2], predict the reaction product. The product is: [NH2:30][C:26]1([C:23]2[CH:22]=[CH:21][C:20]([C:11]3[C:12]([C:14]4[CH:15]=[CH:16][CH:17]=[CH:18][CH:19]=4)=[CH:13][C:4]4[N:3]([CH2:1][CH3:2])[C:8](=[O:9])[CH2:7][O:6][C:5]=4[N:10]=3)=[CH:25][CH:24]=2)[CH2:27][CH2:28][CH2:29]1. (4) Given the reactants [C:1]([O:4][C:5]1[CH:10]=[CH:9][C:8]([CH:11]2[CH:20](O)[C:19]3[C:14](=[CH:15][C:16]([O:22][C:23](=[O:25])[CH3:24])=[CH:17][CH:18]=3)[O:13][CH:12]2[C:26]([F:29])([F:28])[F:27])=[CH:7][CH:6]=1)(=[O:3])[CH3:2].P(=O)(O)(O)O.C(=O)([O-])O.[Na+], predict the reaction product. The product is: [C:23]([O:22][C:16]1[CH:15]=[C:14]2[C:19]([CH:20]=[C:11]([C:8]3[CH:7]=[CH:6][C:5]([O:4][C:1](=[O:3])[CH3:2])=[CH:10][CH:9]=3)[CH:12]([C:26]([F:27])([F:28])[F:29])[O:13]2)=[CH:18][CH:17]=1)(=[O:25])[CH3:24]. (5) Given the reactants C(OC([N:8]=[C:9]1[N:13]([CH2:14][C:15](O)=O)[N:12]=[C:11]([CH2:18][O:19][CH3:20])[S:10]1)=O)(C)(C)C.C(N(CC)CC)C.P(Cl)(Cl)([Cl:30])=O.O, predict the reaction product. The product is: [Cl:30][C:15]1[N:8]=[C:9]2[N:13]([CH:14]=1)[N:12]=[C:11]([CH2:18][O:19][CH3:20])[S:10]2. (6) Given the reactants [CH3:1][C@@:2]12[C@@H:18]([OH:19])[CH2:17][CH2:16][C@H:15]1[C@H:14]1[C@@H:5]([C:6]3[CH:7]=[CH:8][C:9]([OH:20])=[CH:10][C:11]=3[CH2:12][CH2:13]1)[CH2:4][CH2:3]2.[N+:21]([C:24]1[CH:32]=[CH:31][C:27]([C:28]([OH:30])=[O:29])=[CH:26][CH:25]=1)([O-:23])=[O:22], predict the reaction product. The product is: [N+:21]([C:24]1[CH:25]=[CH:26][C:27]([C:28]([O-:30])=[O:29])=[CH:31][CH:32]=1)([O-:23])=[O:22].[CH3:1][C@@:2]12[C@@H:18]([OH:19])[CH2:17][CH2:16][C@H:15]1[C@H:14]1[C@@H:5]([C:6]3[CH:7]=[CH:8][C:9]([OH:20])=[CH:10][C:11]=3[CH2:12][CH2:13]1)[CH2:4][CH2:3]2. (7) Given the reactants [N+](C1C=CC(C([O:10][CH2:11][CH2:12][CH2:13][CH2:14][C@H:15]([O:21][N+:22]([O-:24])=[O:23])[CH2:16][O:17][N+:18]([O-:20])=[O:19])=O)=CC=1)([O-])=O.C(O)C.C1COCC1.[OH-].[Na+], predict the reaction product. The product is: [N+:18]([O-:20])([O:17][CH2:16][C@@H:15]([O:21][N+:22]([O-:24])=[O:23])[CH2:14][CH2:13][CH2:12][CH2:11][OH:10])=[O:19]. (8) Given the reactants C(=O)([O-])[O-].[Cs+].[Cs+].Br[CH2:8][CH:9]([F:11])[F:10].[OH:12][C:13]1[N:14]=[CH:15][C:16]([C:19]([O:21][CH3:22])=[O:20])=[N:17][CH:18]=1.[Cl-].[Na+], predict the reaction product. The product is: [F:10][CH:9]([F:11])[CH2:8][O:12][C:13]1[N:14]=[CH:15][C:16]([C:19]([O:21][CH3:22])=[O:20])=[N:17][CH:18]=1. (9) The product is: [C:43]([O:42][C@@H:38]([C:12]1[C:13]([CH3:37])=[N:14][C:15]2=[CH:19][C:18]3=[N:17][N:16]2[C:11]=1[N:8]1[CH2:9][CH2:10][C:5]([CH3:47])([O:4][CH2:1][CH:2]=[CH:33][CH2:32][C@H:30]([CH3:31])[O:29][C:28]2[C:23]([CH2:22][O:21][CH2:20]3)=[C:24]([F:36])[CH:25]=[C:26]([F:35])[CH:27]=2)[CH2:6][CH2:7]1)[C:39]([OH:41])=[O:40])([CH3:45])([CH3:44])[CH3:46]. Given the reactants [CH2:1]([O:4][C:5]1([CH3:47])[CH2:10][CH2:9][N:8]([C:11]2[N:16]3[N:17]=[C:18]([CH2:20][O:21][CH2:22][C:23]4[C:28]([O:29][C@H:30]([CH2:32][CH:33]=C)[CH3:31])=[CH:27][C:26]([F:35])=[CH:25][C:24]=4[F:36])[CH:19]=[C:15]3[N:14]=[C:13]([CH3:37])[C:12]=2[C@H:38]([O:42][C:43]([CH3:46])([CH3:45])[CH3:44])[C:39]([OH:41])=[O:40])[CH2:7][CH2:6]1)[CH:2]=C, predict the reaction product. (10) The product is: [OH:19][C:15]1[CH:14]=[C:13]([C:8]2[CH:9]=[C:10]3[C:5](=[CH:6][CH:7]=2)[CH:4]=[C:3]([OH:2])[CH:12]=[CH:11]3)[CH:18]=[CH:17][CH:16]=1. Given the reactants C[O:2][C:3]1[CH:12]=[CH:11][C:10]2[C:5](=[CH:6][CH:7]=[C:8]([C:13]3[CH:18]=[CH:17][CH:16]=[C:15]([O:19]C)[CH:14]=3)[CH:9]=2)[CH:4]=1.B(Br)(Br)Br, predict the reaction product.